This data is from Reaction yield outcomes from USPTO patents with 853,638 reactions. The task is: Predict the reaction yield, written as a fraction of the theoretical maximum amount of product (1.0 means a 100% yield; for example, 0.34 means a 34% yield). (1) The reactants are [N:1]1[CH:6]=[CH:5][CH:4]=[C:3]([CH:7]=[C:8]2[C:16]3[C:11](=[N:12][CH:13]=[C:14]([C:17]4[CH:22]=[C:21]([O:23][CH3:24])[C:20]([O:25][CH3:26])=[C:19]([O:27][CH3:28])[CH:18]=4)[CH:15]=3)[NH:10][C:9]2=[O:29])[CH:2]=1.C([O-])=O.[NH4+]. The catalyst is CO.[Pd]. The product is [N:1]1[CH:6]=[CH:5][CH:4]=[C:3]([CH2:7][CH:8]2[C:16]3[C:11](=[N:12][CH:13]=[C:14]([C:17]4[CH:22]=[C:21]([O:23][CH3:24])[C:20]([O:25][CH3:26])=[C:19]([O:27][CH3:28])[CH:18]=4)[CH:15]=3)[NH:10][C:9]2=[O:29])[CH:2]=1. The yield is 0.660. (2) The reactants are [CH2:1]1[C:9]2[C:4](=[CH:5][CH:6]=[CH:7][CH:8]=2)[CH2:3][CH:2]1[C:10]([OH:12])=[O:11].S(=O)(=O)(O)O.[CH2:18](O)[CH3:19]. No catalyst specified. The product is [CH2:3]1[C:4]2[C:9](=[CH:8][CH:7]=[CH:6][CH:5]=2)[CH2:1][CH:2]1[C:10]([O:12][CH2:18][CH3:19])=[O:11]. The yield is 0.960. (3) The reactants are [CH3:1][C:2]1([CH3:22])[O:6][C@@H:5]2[CH2:7][CH2:8][CH2:9][C@@H:10]([N:11]3C(=O)C4C(=CC=CC=4)C3=O)[C@@H:4]2[O:3]1.NN. The catalyst is C(O)C. The product is [CH3:1][C:2]1([CH3:22])[O:6][C@@H:5]2[CH2:7][CH2:8][CH2:9][C@@H:10]([NH2:11])[C@@H:4]2[O:3]1. The yield is 0.210.